From a dataset of Reaction yield outcomes from USPTO patents with 853,638 reactions. Predict the reaction yield, written as a fraction of the theoretical maximum amount of product (1.0 means a 100% yield; for example, 0.34 means a 34% yield). The reactants are Br[C:2]1[CH:3]=[C:4]2[C:9](=[N:10][CH:11]=1)[NH:8][CH2:7][CH2:6][CH:5]2[O:12][C:13]1[CH:18]=[CH:17][CH:16]=[C:15]([Cl:19])[CH:14]=1.[O:20]1[CH2:25][CH2:24][N:23]([C:26]2[CH:31]=[CH:30][C:29](B(O)O)=[CH:28][CH:27]=2)[CH2:22][CH2:21]1. The catalyst is C(OCC)(=O)C.CCCCCC. The product is [Cl:19][C:15]1[CH:14]=[C:13]([CH:18]=[CH:17][CH:16]=1)[O:12][CH:5]1[C:4]2[C:9](=[N:10][CH:11]=[C:2]([C:29]3[CH:28]=[CH:27][C:26]([N:23]4[CH2:22][CH2:21][O:20][CH2:25][CH2:24]4)=[CH:31][CH:30]=3)[CH:3]=2)[NH:8][CH2:7][CH2:6]1. The yield is 0.730.